Dataset: Forward reaction prediction with 1.9M reactions from USPTO patents (1976-2016). Task: Predict the product of the given reaction. (1) Given the reactants O[C:2]1[N:3]=[C:4]2[NH:13][C:12]([CH3:15])([CH3:14])[CH2:11][CH2:10][N:5]2[C:6](=[O:9])[C:7]=1[F:8].O=P(Cl)(Cl)[Cl:18], predict the reaction product. The product is: [Cl:18][C:2]1[N:3]=[C:4]2[NH:13][C:12]([CH3:15])([CH3:14])[CH2:11][CH2:10][N:5]2[C:6](=[O:9])[C:7]=1[F:8]. (2) Given the reactants [CH2:1]([O:3][C:4](=O)[C:5]1[CH:10]=[C:9](Br)[CH:8]=[CH:7][C:6]=1[O:12][C:13]([F:16])([F:15])[F:14])C.O.[NH2:19][NH2:20].[F:21][C:22]([F:36])([F:35])[C:23]1[N:27]2[CH:28]=[C:29](B(O)O)[CH:30]=[CH:31][C:26]2=[N:25][N:24]=1, predict the reaction product. The product is: [F:14][C:13]([F:16])([F:15])[O:12][C:6]1[CH:7]=[CH:8][C:9]([C:29]2[CH:30]=[CH:31][C:26]3[N:27]([C:23]([C:22]([F:36])([F:35])[F:21])=[N:24][N:25]=3)[CH:28]=2)=[CH:10][C:5]=1[C:4]1[O:3][CH:1]=[N:19][N:20]=1. (3) Given the reactants [F:1][C:2]1[CH:3]=[N:4][CH:5]=[CH:6][C:7]=1[NH2:8].C(N(CC)CC)C.Cl[C:17](Cl)([O:19]C(=O)OC(Cl)(Cl)Cl)Cl.[Cl:28][C:29]1[CH:30]=[C:31]([C:35]2[CH:36]=[CH:37][C:38]3[C:44](=[O:45])[C:43]([CH3:47])([CH3:46])[CH2:42][CH2:41][NH:40][C:39]=3[N:48]=2)[CH:32]=[CH:33][CH:34]=1.C(=O)(O)[O-].[Na+], predict the reaction product. The product is: [Cl:28][C:29]1[CH:30]=[C:31]([C:35]2[CH:36]=[CH:37][C:38]3[C:44](=[O:45])[C:43]([CH3:46])([CH3:47])[CH2:42][CH2:41][N:40]([C:17]([NH:8][C:7]4[CH:6]=[CH:5][N:4]=[CH:3][C:2]=4[F:1])=[O:19])[C:39]=3[N:48]=2)[CH:32]=[CH:33][CH:34]=1. (4) Given the reactants [F:1][C:2]1[C:7]([O:8][CH3:9])=[CH:6][C:5]([O:10][CH3:11])=[C:4]([F:12])[C:3]=1[N:13]=[CH:14][C:15]1[C:16]([NH:23][CH2:24][CH3:25])=[N:17][C:18]([S:21][CH3:22])=[N:19][CH:20]=1.[H-].[Al+3].[Li+].[H-].[H-].[H-].O1C[CH2:35][CH2:34][CH2:33]1, predict the reaction product. The product is: [CH:24]1([NH:23][C:16]2[C:15]([CH2:14][NH:13][C:3]3[C:4]([F:12])=[C:5]([O:10][CH3:11])[CH:6]=[C:7]([O:8][CH3:9])[C:2]=3[F:1])=[CH:20][N:19]=[C:18]([S:21][CH3:22])[N:17]=2)[CH2:35][CH2:34][CH2:33][CH2:25]1. (5) Given the reactants Br[C:2]1[C:11]2[C:6](=[CH:7][C:8]([Cl:12])=[CH:9][CH:10]=2)[N:5]=[CH:4][C:3]=1[S:13]([C:16]1[CH:21]=[CH:20][C:19]([Cl:22])=[CH:18][CH:17]=1)(=[O:15])=[O:14].[F:23][C:24]1[CH:29]=[CH:28][C:27](B(O)O)=[CH:26][CH:25]=1, predict the reaction product. The product is: [Cl:12][C:8]1[CH:7]=[C:6]2[C:11]([C:2]([C:27]3[CH:28]=[CH:29][C:24]([F:23])=[CH:25][CH:26]=3)=[C:3]([S:13]([C:16]3[CH:21]=[CH:20][C:19]([Cl:22])=[CH:18][CH:17]=3)(=[O:15])=[O:14])[CH:4]=[N:5]2)=[CH:10][CH:9]=1. (6) Given the reactants [N:1]1[CH:6]=[CH:5][C:4]([CH2:7][OH:8])=[CH:3][CH:2]=1.[Si:9](Cl)([C:12]([CH3:15])([CH3:14])[CH3:13])([CH3:11])[CH3:10].N1C=CN=C1.O, predict the reaction product. The product is: [Si:9]([O:8][CH2:7][C:4]1[CH:5]=[CH:6][N:1]=[CH:2][CH:3]=1)([C:12]([CH3:15])([CH3:14])[CH3:13])([CH3:11])[CH3:10]. (7) The product is: [F:2][C:3]1[CH:4]=[C:5]([CH:44]=[CH:45][CH:46]=1)[CH2:6][N:7]1[C:11]([CH3:12])=[C:10]([C:13]2[C:21]3[C:16](=[N:17][CH:18]=[C:19]([C:22]4[CH:27]=[CH:26][C:25]([N:28]5[CH2:33][CH2:32][N:31]([CH2:47][C@@H:48]([OH:49])[CH3:50])[CH2:30][CH2:29]5)=[CH:24][CH:23]=4)[CH:20]=3)[N:15]([S:34]([C:37]3[CH:43]=[CH:42][C:40]([CH3:41])=[CH:39][CH:38]=3)(=[O:35])=[O:36])[CH:14]=2)[CH:9]=[N:8]1. Given the reactants Cl.[F:2][C:3]1[CH:4]=[C:5]([CH:44]=[CH:45][CH:46]=1)[CH2:6][N:7]1[C:11]([CH3:12])=[C:10]([C:13]2[C:21]3[C:16](=[N:17][CH:18]=[C:19]([C:22]4[CH:27]=[CH:26][C:25]([N:28]5[CH2:33][CH2:32][NH:31][CH2:30][CH2:29]5)=[CH:24][CH:23]=4)[CH:20]=3)[N:15]([S:34]([C:37]3[CH:43]=[CH:42][C:40]([CH3:41])=[CH:39][CH:38]=3)(=[O:36])=[O:35])[CH:14]=2)[CH:9]=[N:8]1.[CH3:47][C@H:48]1[CH2:50][O:49]1, predict the reaction product.